Dataset: Reaction yield outcomes from USPTO patents with 853,638 reactions. Task: Predict the reaction yield, written as a fraction of the theoretical maximum amount of product (1.0 means a 100% yield; for example, 0.34 means a 34% yield). (1) The reactants are C([O:8][C:9]1[CH:14]=[CH:13][CH:12]=[CH:11][C:10]=1[NH:15][C:16](=[O:24])[C:17]1[CH:22]=[CH:21][N:20]=[CH:19][C:18]=1[F:23])C1C=CC=CC=1. The catalyst is Br.C(O)(=O)C.O.C(=O)(O)[O-].[Na+]. The product is [F:23][C:18]1[CH:19]=[N:20][CH:21]=[CH:22][C:17]=1[C:16]([NH:15][C:10]1[CH:11]=[CH:12][CH:13]=[CH:14][C:9]=1[OH:8])=[O:24]. The yield is 0.840. (2) The reactants are [F:1][C:2]1[C:7]([F:8])=[CH:6][CH:5]=[CH:4][C:3]=1[C:9]1[N:14]=[CH:13][N:12]=[C:11]([N:15]2[CH2:20][CH2:19][N:18](C(OC(C)(C)C)=O)[CH2:17][CH2:16]2)[CH:10]=1.C(OCC)(=O)C.Cl. The catalyst is C(OCC)(=O)C. The product is [F:1][C:2]1[C:7]([F:8])=[CH:6][CH:5]=[CH:4][C:3]=1[C:9]1[CH:10]=[C:11]([N:15]2[CH2:20][CH2:19][NH:18][CH2:17][CH2:16]2)[N:12]=[CH:13][N:14]=1. The yield is 0.820. (3) The reactants are [Cl:1][C:2]1[N:7]=[CH:6][C:5]([NH:8][CH3:9])=[C:4]([C:10]2[CH:15]=[CH:14][CH:13]=[CH:12][C:11]=2C)[CH:3]=1.[F:17][C:18]([F:36])([F:35])[C:19]1[CH:20]=[C:21]([C:29]([CH3:34])([CH3:33])[C:30](Cl)=[O:31])[CH:22]=[C:23]([C:25]([F:28])([F:27])[F:26])[CH:24]=1.[C:37]([O-])(O)=O.[Na+]. The catalyst is CN(C1C=CN=CC=1)C.C1(C)C=CC=CC=1. The product is [F:17][C:18]([F:36])([F:35])[C:19]1[CH:20]=[C:21]([C:29]([CH3:34])([CH3:33])[C:30]([N:8]([C:5]2[CH:6]=[N:7][C:2]([Cl:1])=[CH:3][C:4]=2[C:10]2[CH:11]=[CH:12][C:13]([CH3:37])=[CH:14][CH:15]=2)[CH3:9])=[O:31])[CH:22]=[C:23]([C:25]([F:28])([F:27])[F:26])[CH:24]=1. The yield is 0.839. (4) The reactants are I[C:2]1[CH:7]=[CH:6][CH:5]=[CH:4][C:3]=1[CH2:8][OH:9].C([Li])CCC.[CH2:15]([N:22]1[CH2:26][CH2:25][C:24](=[O:27])[CH2:23]1)[C:16]1[CH:21]=[CH:20][CH:19]=[CH:18][CH:17]=1. The catalyst is CCCCCC.C1COCC1. The product is [CH2:15]([N:22]1[CH2:26][CH2:25][C:24]([C:2]2[CH:7]=[CH:6][CH:5]=[CH:4][C:3]=2[CH2:8][OH:9])([OH:27])[CH2:23]1)[C:16]1[CH:17]=[CH:18][CH:19]=[CH:20][CH:21]=1. The yield is 0.540.